This data is from Catalyst prediction with 721,799 reactions and 888 catalyst types from USPTO. The task is: Predict which catalyst facilitates the given reaction. (1) Reactant: Cl.Cl.[CH2:3]([C:10]1[CH:11]=[N:12][C:13]([N:16]2[CH2:21][CH2:20][NH:19][CH2:18][CH2:17]2)=[N:14][CH:15]=1)[C:4]1[CH:9]=[CH:8][CH:7]=[CH:6][CH:5]=1.Cl[C:23]1[C:32]2[C:27](=[CH:28][C:29]([O:34][CH3:35])=[C:30]([OH:33])[CH:31]=2)[N:26]=[CH:25][N:24]=1.C(N(CC)CC)C. Product: [CH2:3]([C:10]1[CH:11]=[N:12][C:13]([N:16]2[CH2:21][CH2:20][N:19]([C:23]3[C:32]4[C:27](=[CH:28][C:29]([O:34][CH3:35])=[C:30]([OH:33])[CH:31]=4)[N:26]=[CH:25][N:24]=3)[CH2:18][CH2:17]2)=[N:14][CH:15]=1)[C:4]1[CH:9]=[CH:8][CH:7]=[CH:6][CH:5]=1. The catalyst class is: 41. (2) Reactant: Cl[C:2]1[CH:7]=[CH:6][NH:5][C:4]([CH3:13])([C:8]([O:10][CH2:11][CH3:12])=[S:9])[N:3]=1.[C:14]1([NH2:21])[CH:19]=[CH:18][CH:17]=[CH:16][C:15]=1[NH2:20].CCN(C(C)C)C(C)C. Product: [NH2:20][C:15]1[CH:16]=[CH:17][CH:18]=[CH:19][C:14]=1[NH:21][C:2]1[CH:7]=[CH:6][NH:5][C:4]([CH3:13])([C:8]([O:10][CH2:11][CH3:12])=[S:9])[N:3]=1. The catalyst class is: 32. (3) Reactant: [F:1][C:2]1[CH:3]=[C:4]([C@@H:9]2[CH2:13][N:12]([CH2:14][CH2:15][O:16][CH3:17])[CH2:11][C@H:10]2[NH:18][C:19](=[O:38])[NH:20][C:21]2[N:25]([C:26]3[CH:31]=[CH:30][CH:29]=[CH:28][CH:27]=3)[N:24]=[C:23]([O:32][CH2:33][C:34]([OH:36])=O)[C:22]=2[CH3:37])[CH:5]=[CH:6][C:7]=1[F:8].[CH3:39][CH2:40][N:41]=C=NCCCN(C)C.C1C=CC2N(O)N=NC=2C=1.C(N)C. Product: [F:1][C:2]1[CH:3]=[C:4]([C@@H:9]2[CH2:13][N:12]([CH2:14][CH2:15][O:16][CH3:17])[CH2:11][C@H:10]2[NH:18][C:19](=[O:38])[NH:20][C:21]2[N:25]([C:26]3[CH:31]=[CH:30][CH:29]=[CH:28][CH:27]=3)[N:24]=[C:23]([O:32][CH2:33][C:34]([NH:41][CH2:40][CH3:39])=[O:36])[C:22]=2[CH3:37])[CH:5]=[CH:6][C:7]=1[F:8]. The catalyst class is: 31. (4) Reactant: [Cl:1][CH2:2][C:3]([C:5]1[CH:6]=[C:7]2[C:11](=[CH:12][CH:13]=1)[NH:10][C:9](=[O:14])[CH2:8]2)=[O:4].[CH2:15]([N:17]([CH2:32][CH3:33])[CH2:18][CH2:19][NH:20][C:21]([C:23]1[C:27]([CH3:28])=[C:26]([CH:29]=O)[NH:25][C:24]=1[CH3:31])=[O:22])[CH3:16].N1CCCCC1. Product: [Cl:1][CH2:2][C:3]([C:5]1[CH:6]=[C:7]2[C:11](=[CH:12][CH:13]=1)[NH:10][C:9](=[O:14])/[C:8]/2=[CH:29]\[C:26]1[NH:25][C:24]([CH3:31])=[C:23]([C:21]([NH:20][CH2:19][CH2:18][N:17]([CH2:32][CH3:33])[CH2:15][CH3:16])=[O:22])[C:27]=1[CH3:28])=[O:4]. The catalyst class is: 14. (5) Reactant: [CH:1]1([N:5]2[CH2:10][CH2:9][CH:8]([O:11][C:12]3[S:13][C:14]4[CH2:15][N:16]([C:21](=[O:24])[CH2:22][CH3:23])[CH2:17][CH2:18][C:19]=4[N:20]=3)[CH2:7][CH2:6]2)[CH2:4][CH2:3][CH2:2]1.[C:25]([OH:34])(=[O:33])[C@@H:26]([C@H:28]([C:30]([OH:32])=[O:31])[OH:29])[OH:27]. Product: [C:30]([CH:28]([CH:26]([C:25]([OH:34])=[O:33])[OH:27])[OH:29])([OH:32])=[O:31].[CH:1]1([N:5]2[CH2:10][CH2:9][CH:8]([O:11][C:12]3[S:13][C:14]4[CH2:15][N:16]([C:21](=[O:24])[CH2:22][CH3:23])[CH2:17][CH2:18][C:19]=4[N:20]=3)[CH2:7][CH2:6]2)[CH2:2][CH2:3][CH2:4]1. The catalyst class is: 5. (6) Reactant: [O:1]=[C:2]1[C:10]2[CH:11]=[CH:12][CH:13]=[CH:14][C:9]=2[O:8][C:4]2([CH2:7][CH2:6][CH2:5]2)[CH2:3]1.OS(O)(=O)=O.[N+:20]([O-])([OH:22])=[O:21]. Product: [N+:20]([C:12]1[CH:13]=[CH:14][C:9]2[O:8][C:4]3([CH2:7][CH2:6][CH2:5]3)[CH2:3][C:2](=[O:1])[C:10]=2[CH:11]=1)([O-:22])=[O:21]. The catalyst class is: 15. (7) Reactant: [Cl:1][C:2]1[CH:10]=[CH:9][C:8]([Cl:11])=[C:7]2[C:3]=1[C:4]([C:20]1[C:28](O)=[CH:27][C:23]3[O:24][CH2:25][O:26][C:22]=3[CH:21]=1)([CH2:18][OH:19])[C:5](=[O:17])[N:6]2[CH2:12][CH2:13][CH2:14][CH2:15][CH3:16].C1(P(C2C=CC=CC=2)C2C=CC=CC=2)C=CC=CC=1.N(C(OC(C)C)=O)=NC(OC(C)C)=O. Product: [Cl:1][C:2]1[CH:10]=[CH:9][C:8]([Cl:11])=[C:7]2[C:3]=1[C:4]1([C:20]3=[CH:21][C:22]4[O:26][CH2:25][O:24][C:23]=4[CH:27]=[C:28]3[O:19][CH2:18]1)[C:5](=[O:17])[N:6]2[CH2:12][CH2:13][CH2:14][CH2:15][CH3:16]. The catalyst class is: 7. (8) The catalyst class is: 2. Reactant: [CH2:1]([O:4][C:5]([NH:7][C:8]1[C:9]([C:30]([N:32]2[CH2:36][CH2:35][CH2:34][C@H:33]2[CH2:37][OH:38])=[O:31])=[CH:10][C:11]([O:28][CH3:29])=[C:12]([CH:27]=1)[O:13][CH2:14][CH2:15][CH2:16][CH2:17][CH2:18][C:19]([O:21][CH2:22][C:23]([Cl:26])([Cl:25])[Cl:24])=[O:20])=[O:6])[CH:2]=[CH2:3].[C:39](OC(=O)C)(=[O:41])[CH3:40].C(N(CC)CC)C.CO. Product: [C:39]([O:38][CH2:37][C@@H:33]1[CH2:34][CH2:35][CH2:36][N:32]1[C:30]([C:9]1[C:8]([NH:7][C:5]([O:4][CH2:1][CH:2]=[CH2:3])=[O:6])=[CH:27][C:12]([O:13][CH2:14][CH2:15][CH2:16][CH2:17][CH2:18][C:19]([O:21][CH2:22][C:23]([Cl:24])([Cl:25])[Cl:26])=[O:20])=[C:11]([O:28][CH3:29])[CH:10]=1)=[O:31])(=[O:41])[CH3:40].